From a dataset of hERG Central: cardiac toxicity at 1µM, 10µM, and general inhibition. Predict hERG channel inhibition at various concentrations. (1) The molecule is CCCC(c1nnnn1Cc1ccc(F)cc1)N1CCN(CC)CC1. Results: hERG_inhib (hERG inhibition (general)): blocker. (2) The molecule is CCN1CCN(CCCOc2ccc(Cl)cc2Br)CC1.O=C(O)C(=O)O. Results: hERG_inhib (hERG inhibition (general)): blocker. (3) The molecule is O=C1C2CCCN2C(=O)N1CCCCN1CCN(c2cccc(C(F)(F)F)c2)CC1. Results: hERG_inhib (hERG inhibition (general)): blocker. (4) The drug is CCOC(=O)C1(Cc2ccccc2)CCN(Cc2ccc3cc(NC(C)=O)ccc3n2)CC1. Results: hERG_inhib (hERG inhibition (general)): blocker.